Predict the reactants needed to synthesize the given product. From a dataset of Full USPTO retrosynthesis dataset with 1.9M reactions from patents (1976-2016). (1) Given the product [CH:21]1([C:13]2[C:12]([NH:24][S:25]([CH3:28])(=[O:26])=[O:27])=[CH:11][C:10]3[C:15](=[C:16]([C:17]([NH:19][CH3:20])=[O:18])[N:33]([C:32]4[CH:34]=[CH:35][C:36]([CH3:37])=[C:30]([F:29])[CH:31]=4)[N:9]=3)[CH:14]=2)[CH2:22][CH2:23]1, predict the reactants needed to synthesize it. The reactants are: ClC1C=CC(N2[C:16]([C:17]([NH:19][CH3:20])=[O:18])=[C:15]3[C:10]([CH:11]=[C:12]([NH:24][S:25]([CH3:28])(=[O:27])=[O:26])[C:13]([CH:21]4[CH2:23][CH2:22]4)=[CH:14]3)=[N:9]2)=CC=1.[F:29][C:30]1[CH:31]=[C:32]([CH:34]=[CH:35][C:36]=1[CH3:37])[NH2:33]. (2) Given the product [Cl:1][C:2]1[CH:3]=[C:4]([CH:23]=[CH:24][C:25]=1[O:26][CH2:27][C:28]1[CH:33]=[CH:32][CH:31]=[C:30]([F:34])[CH:29]=1)[NH:5][C:6]1[C:15]2[C:10](=[CH:11][CH:12]=[CH:13][C:14]=2[O:16][CH:17]2[CH2:22][CH2:21][N:20]([CH2:36][C:37]([NH2:39])=[O:38])[CH2:19][CH2:18]2)[N:9]=[CH:8][N:7]=1, predict the reactants needed to synthesize it. The reactants are: [Cl:1][C:2]1[CH:3]=[C:4]([CH:23]=[CH:24][C:25]=1[O:26][CH2:27][C:28]1[CH:33]=[CH:32][CH:31]=[C:30]([F:34])[CH:29]=1)[NH:5][C:6]1[C:15]2[C:10](=[CH:11][CH:12]=[CH:13][C:14]=2[O:16][CH:17]2[CH2:22][CH2:21][NH:20][CH2:19][CH2:18]2)[N:9]=[CH:8][N:7]=1.Cl[CH2:36][C:37]([NH2:39])=[O:38]. (3) Given the product [O:52]1[CH2:56][CH2:55][CH:54]([CH2:57][NH:58][C:16]([C:13]2[CH:12]=[C:11]([CH2:10][O:9][CH2:8][C:7]3[CH:6]=[CH:5][C:4]([S:3][C:2]([F:1])([F:22])[F:21])=[CH:20][CH:19]=3)[O:15][N:14]=2)=[O:18])[CH2:53]1, predict the reactants needed to synthesize it. The reactants are: [F:1][C:2]([F:22])([F:21])[S:3][C:4]1[CH:20]=[CH:19][C:7]([CH2:8][O:9][CH2:10][C:11]2[O:15][N:14]=[C:13]([C:16]([OH:18])=O)[CH:12]=2)=[CH:6][CH:5]=1.C(N(CC)CC)C.Cl.C(N=C=NCCCN(C)C)C.ON1C2C=CC=CC=2N=N1.[O:52]1[CH2:56][CH2:55][CH:54]([CH2:57][NH2:58])[CH2:53]1. (4) Given the product [Cl:25][C:26]1[C:27]([CH:28]=[O:29])=[C:30]([CH:31]=[CH:32][CH:33]=1)[O:11][CH:12]1[CH2:13][CH2:14][N:15]([C:18]([O:20][C:21]([CH3:22])([CH3:23])[CH3:24])=[O:19])[CH2:16][CH2:17]1, predict the reactants needed to synthesize it. The reactants are: S([O:11][CH:12]1[CH2:17][CH2:16][N:15]([C:18]([O:20][C:21]([CH3:24])([CH3:23])[CH3:22])=[O:19])[CH2:14][CH2:13]1)(C1C=CC(C)=CC=1)(=O)=O.[Cl:25][C:26]1[CH:33]=[CH:32][CH:31]=[C:30](O)[C:27]=1[CH:28]=[O:29].C(=O)([O-])[O-].[K+].[K+].Cl. (5) Given the product [CH3:15][S:14][C:12]1[S:13][C:6]2[C:7](=[N:8][CH:9]=[CH:10][C:5]=2[O:4][C:3]2[CH:16]=[CH:17][C:18]([NH2:20])=[CH:19][C:2]=2[F:1])[CH:11]=1, predict the reactants needed to synthesize it. The reactants are: [F:1][C:2]1[CH:19]=[C:18]([N+:20]([O-])=O)[CH:17]=[CH:16][C:3]=1[O:4][C:5]1[CH:10]=[CH:9][N:8]=[C:7]2[CH:11]=[C:12]([S:14][CH3:15])[S:13][C:6]=12. (6) Given the product [CH3:11][C:1]([CH3:2])=[O:9].[C:1]([O-:9])(=[O:8])[C:2]1[CH:7]=[CH:6][CH:5]=[CH:4][CH:3]=1.[Na+:10].[C:2]1([CH3:1])[CH:7]=[CH:6][CH:5]=[CH:4][CH:3]=1, predict the reactants needed to synthesize it. The reactants are: [C:1]([O-:9])(=[O:8])[C:2]1[CH:7]=[CH:6][CH:5]=[CH:4][CH:3]=1.[Na+:10].[CH3:11]O. (7) Given the product [Cl:11][C:4]1[N:3]=[C:2]([NH:27][C@H:25]([C:22]2[CH:23]=[CH:24][C:19]([F:18])=[CH:20][CH:21]=2)[CH3:26])[C:7]([N+:8]([O-:10])=[O:9])=[CH:6][CH:5]=1, predict the reactants needed to synthesize it. The reactants are: Cl[C:2]1[C:7]([N+:8]([O-:10])=[O:9])=[CH:6][CH:5]=[C:4]([Cl:11])[N:3]=1.C(=O)([O-])[O-].[K+].[K+].[F:18][C:19]1[CH:24]=[CH:23][C:22]([C@@H:25]([NH2:27])[CH3:26])=[CH:21][CH:20]=1.